This data is from Catalyst prediction with 721,799 reactions and 888 catalyst types from USPTO. The task is: Predict which catalyst facilitates the given reaction. (1) Reactant: [O:1]=[C:2]1[N:6]2[C:7]3[CH:8]=[CH:9][CH:10]=[CH:11][C:12]=3[CH2:13][C@H:5]2[C@H:4]([CH2:14][NH:15][C:16](=[O:18])[CH3:17])[O:3]1.[Br:19]N1C(=O)CCC1=O. Product: [Br:19][C:10]1[CH:9]=[CH:8][C:7]2[N:6]3[C:2](=[O:1])[O:3][C@@H:4]([CH2:14][NH:15][C:16](=[O:18])[CH3:17])[C@@H:5]3[CH2:13][C:12]=2[CH:11]=1. The catalyst class is: 23. (2) Product: [CH2:1]([C:3]1[CH:17]=[CH:16][C:6]([CH2:7][C:9]2[CH:10]=[N:11][CH:12]=[CH:13][C:14]=2[OH:15])=[CH:5][CH:4]=1)[CH3:2]. Reactant: [CH2:1]([C:3]1[CH:17]=[CH:16][C:6]([C:7]([C:9]2[CH:10]=[N:11][CH:12]=[CH:13][C:14]=2[OH:15])=O)=[CH:5][CH:4]=1)[CH3:2]. The catalyst class is: 563.